Dataset: Forward reaction prediction with 1.9M reactions from USPTO patents (1976-2016). Task: Predict the product of the given reaction. (1) Given the reactants Br[CH2:2][CH2:3][CH2:4][CH2:5][CH2:6][CH2:7][CH2:8][CH2:9][CH2:10][CH2:11][CH2:12][CH2:13][OH:14].[CH3:15][NH:16][CH3:17], predict the reaction product. The product is: [CH3:15][N:16]([CH3:17])[CH2:2][CH2:3][CH2:4][CH2:5][CH2:6][CH2:7][CH2:8][CH2:9][CH2:10][CH2:11][CH2:12][CH2:13][OH:14]. (2) The product is: [CH2:1]([O:3][C:4]([C:6]1[N:7]=[C:8]2[N:14]([C:15](=[O:26])[C:16]=1[OH:17])[CH2:13][CH:12]1[CH2:27][CH2:28][C:9]2([O:29][CH2:30][CH2:31][OH:32])[CH2:10][CH2:11]1)=[O:5])[CH3:2]. Given the reactants [CH2:1]([O:3][C:4]([C:6]1[N:7]=[C:8]2[N:14]([C:15](=[O:26])[C:16]=1[O:17]C(=O)C1C=CC=CC=1)[CH2:13][CH:12]1[CH2:27][CH2:28][C:9]2([O:29][CH2:30][CH2:31][O:32]C(=O)C2C=CC=CC=2)[CH2:10][CH2:11]1)=[O:5])[CH3:2].C([O-])C.[Na+], predict the reaction product.